This data is from Peptide-MHC class I binding affinity with 185,985 pairs from IEDB/IMGT. The task is: Regression. Given a peptide amino acid sequence and an MHC pseudo amino acid sequence, predict their binding affinity value. This is MHC class I binding data. (1) The peptide sequence is KCDELAAKL. The MHC is HLA-A03:01 with pseudo-sequence HLA-A03:01. The binding affinity (normalized) is 0.0518. (2) The peptide sequence is ISHNFCNLT. The binding affinity (normalized) is 0.692. The MHC is H-2-Kb with pseudo-sequence H-2-Kb. (3) The peptide sequence is FSTSAYLVSIF. The MHC is Mamu-A01 with pseudo-sequence Mamu-A01. The binding affinity (normalized) is 0.707. (4) The peptide sequence is SYLKPHIFE. The MHC is HLA-A31:01 with pseudo-sequence HLA-A31:01. The binding affinity (normalized) is 0.0847. (5) The peptide sequence is AINVEKIEL. The MHC is HLA-A02:01 with pseudo-sequence HLA-A02:01. The binding affinity (normalized) is 0.0847. (6) The MHC is HLA-B40:02 with pseudo-sequence HLA-B40:02. The binding affinity (normalized) is 0.110. The peptide sequence is DEQSIAEA. (7) The peptide sequence is RMQRISGSNI. The binding affinity (normalized) is 0.226. The MHC is HLA-A02:01 with pseudo-sequence HLA-A02:01.